From a dataset of Catalyst prediction with 721,799 reactions and 888 catalyst types from USPTO. Predict which catalyst facilitates the given reaction. (1) Reactant: B([C:4]1[CH:12]=[CH:11][CH:10]=[CH:9][C:5]=1[C:6]([OH:8])=[O:7])(O)O.Br[C:14]1[CH:19]=[CH:18][CH:17]=[CH:16][N:15]=1.C([O-])([O-])=O.[K+].[K+]. Product: [N:15]1[CH:16]=[CH:17][CH:18]=[CH:19][C:14]=1[C:4]1[CH:12]=[CH:11][CH:10]=[CH:9][C:5]=1[C:6]([OH:8])=[O:7]. The catalyst class is: 117. (2) The catalyst class is: 1. Reactant: [Cl:1][C:2]1[CH:3]=[C:4](/[CH:9]=[CH:10]/[C:11]([OH:13])=O)[CH:5]=[CH:6][C:7]=1[Cl:8].C[N:15]([CH:17]=[O:18])[CH3:16].[C:19](Cl)(=[O:23])C(Cl)=O. Product: [CH2:9]([C@@H:16]1[CH2:19][O:23][C:17](=[O:18])[N:15]1[C:11](=[O:13])/[CH:10]=[CH:9]/[C:4]1[CH:5]=[CH:6][C:7]([Cl:8])=[C:2]([Cl:1])[CH:3]=1)[C:4]1[CH:5]=[CH:6][CH:7]=[CH:2][CH:3]=1. (3) Reactant: [Cl:1][C:2]1[CH:7]=[CH:6][N:5]=[C:4]([NH:8]C(=O)OC(C)(C)C)[C:3]=1[CH:16]=[O:17].FC(F)(F)C(O)=O. Product: [NH2:8][C:4]1[N:5]=[CH:6][CH:7]=[C:2]([Cl:1])[C:3]=1[CH:16]=[O:17]. The catalyst class is: 2. (4) Reactant: C(O)(=O)C.[Cl-].[NH4+:6].[F:7][C:8]1[CH:27]=[CH:26][CH:25]=[CH:24][C:9]=1[CH2:10][N:11]1[C:15]2=[N:16][CH:17]=[CH:18][CH:19]=[C:14]2[C:13]([C:20](=[NH:23])OC)=[N:12]1. Product: [F:7][C:8]1[CH:27]=[CH:26][CH:25]=[CH:24][C:9]=1[CH2:10][N:11]1[C:15]2=[N:16][CH:17]=[CH:18][CH:19]=[C:14]2[C:13]([C:20]([NH2:6])=[NH:23])=[N:12]1. The catalyst class is: 5. (5) Reactant: [C:1]1([N:7]=[C:8]=[O:9])[CH:6]=[CH:5][CH:4]=[CH:3][CH:2]=1.C[NH:11]S(C1C=CC(C)=CC=1)(=O)=O. Product: [C:1]1([NH:7][C:8]([NH2:11])=[O:9])[CH:6]=[CH:5][CH:4]=[CH:3][CH:2]=1. The catalyst class is: 262. (6) Reactant: [O:1]1[C:10]2[C:5](=[CH:6][CH:7]=[CH:8][CH:9]=2)[CH2:4][CH2:3][CH2:2]1.CN([CH:14]=[O:15])C.P(Cl)(Cl)(Cl)=O. Product: [O:1]1[C:10]2[C:5](=[CH:6][C:7]([CH:14]=[O:15])=[CH:8][CH:9]=2)[CH2:4][CH2:3][CH2:2]1. The catalyst class is: 26. (7) Reactant: C(OC([NH:11][CH2:12][CH2:13][N:14]1[C:22]2[C:17](=[CH:18][CH:19]=[C:20]([C:23]([N:25]([CH:39]([CH3:41])[CH3:40])[C@@H:26]3[CH2:31][CH2:30][CH2:29][N:28]([C:32]([O:34][C:35]([CH3:38])([CH3:37])[CH3:36])=[O:33])[CH2:27]3)=[O:24])[CH:21]=2)[C:16]([CH3:43])([CH3:42])[C:15]1=[O:44])=O)C1C=CC=CC=1. Product: [NH2:11][CH2:12][CH2:13][N:14]1[C:22]2[C:17](=[CH:18][CH:19]=[C:20]([C:23]([N:25]([CH:39]([CH3:40])[CH3:41])[C@@H:26]3[CH2:31][CH2:30][CH2:29][N:28]([C:32]([O:34][C:35]([CH3:36])([CH3:37])[CH3:38])=[O:33])[CH2:27]3)=[O:24])[CH:21]=2)[C:16]([CH3:42])([CH3:43])[C:15]1=[O:44]. The catalyst class is: 43.